From a dataset of Full USPTO retrosynthesis dataset with 1.9M reactions from patents (1976-2016). Predict the reactants needed to synthesize the given product. (1) Given the product [Cl:1][C:2]1[N:3]=[C:4]2[C:9]([C:10]([F:13])([F:11])[F:12])=[CH:8][CH:7]=[CH:6][N:5]2[C:14]=1[C:15]1[CH:16]=[C:17]([OH:21])[CH:18]=[CH:19][CH:20]=1, predict the reactants needed to synthesize it. The reactants are: [Cl:1][C:2]1[N:3]=[C:4]2[C:9]([C:10]([F:13])([F:12])[F:11])=[CH:8][CH:7]=[CH:6][N:5]2[C:14]=1[C:15]1[CH:20]=[CH:19][CH:18]=[C:17]([O:21]C)[CH:16]=1.O.CO. (2) The reactants are: [CH:1]([C:3]1[S:10][C:9]2[CH:8]=[C:7]([C:11]([OH:13])=[O:12])[NH:6][C:5]=2[CH:4]=1)=O.Cl.[NH2:15]O. Given the product [C:1]([C:3]1[S:10][C:9]2[CH:8]=[C:7]([C:11]([OH:13])=[O:12])[NH:6][C:5]=2[CH:4]=1)#[N:15], predict the reactants needed to synthesize it. (3) Given the product [CH3:16][O:15][C:12]1[CH:13]=[CH:14][C:9]([NH:8][C:6]([C:5]2[CH:27]=[CH:28][C:2]([C:37]3[CH:36]=[CH:35][CH:34]=[C:33]([C:31]([O:30][CH3:29])=[O:32])[CH:38]=3)=[CH:3][CH:4]=2)=[O:7])=[CH:10][C:11]=1[NH:17][C:18](=[O:26])[CH2:19][N:20]1[CH2:25][CH2:24][O:23][CH2:22][CH2:21]1, predict the reactants needed to synthesize it. The reactants are: Br[C:2]1[CH:28]=[CH:27][C:5]([C:6]([NH:8][C:9]2[CH:14]=[CH:13][C:12]([O:15][CH3:16])=[C:11]([NH:17][C:18](=[O:26])[CH2:19][N:20]3[CH2:25][CH2:24][O:23][CH2:22][CH2:21]3)[CH:10]=2)=[O:7])=[CH:4][CH:3]=1.[CH3:29][O:30][C:31]([C:33]1[CH:34]=[C:35](B(O)O)[CH:36]=[CH:37][CH:38]=1)=[O:32].C(=O)([O-])[O-].[Na+].[Na+]. (4) Given the product [N:1]1[CH:10]=[CH:11][N:3]2[C:4]([NH2:8])=[CH:5][CH:6]=[CH:7][C:2]=12, predict the reactants needed to synthesize it. The reactants are: [NH2:1][C:2]1[CH:7]=[CH:6][CH:5]=[C:4]([NH2:8])[N:3]=1.Cl[CH2:10][CH:11]=O. (5) The reactants are: Cl.[C:2]([C:6]1[CH:11]=[CH:10][C:9]([N:12]2[CH2:18][CH2:17][CH2:16][NH:15][CH2:14][CH2:13]2)=[CH:8][CH:7]=1)([CH3:5])([CH3:4])[CH3:3].C[O:20][C:21](=[O:26])[CH2:22][CH2:23][CH2:24]Br.C(=O)([O-])[O-].[K+].[K+].[I-].[K+].[OH-].[Li+:36]. Given the product [Li+:36].[C:2]([C:6]1[CH:7]=[CH:8][C:9]([N:12]2[CH2:18][CH2:17][CH2:16][N:15]([CH2:24][CH2:23][CH2:22][C:21]([O-:26])=[O:20])[CH2:14][CH2:13]2)=[CH:10][CH:11]=1)([CH3:5])([CH3:3])[CH3:4], predict the reactants needed to synthesize it. (6) Given the product [CH3:16][O:15][CH:14]([O:17][CH3:18])[CH2:13][NH:5][CH2:4][CH2:3][O:2][CH3:1], predict the reactants needed to synthesize it. The reactants are: [CH3:1][O:2][CH2:3][CH2:4][NH2:5].C([O-])([O-])=O.[K+].[K+].Br[CH2:13][CH:14]([O:17][CH3:18])[O:15][CH3:16].